Dataset: Forward reaction prediction with 1.9M reactions from USPTO patents (1976-2016). Task: Predict the product of the given reaction. (1) The product is: [CH3:1][O:2][C:3]1[CH:4]=[C:5]([CH:31]=[CH:32][C:33]=1[O:34][CH3:35])[CH2:6][CH:7]1[C:16]2[C:11](=[CH:12][C:13]([O:18][CH3:19])=[C:14]([O:17][CH2:39][CH:36]3[CH2:38][CH2:37]3)[CH:15]=2)[CH2:10][CH2:9][N:8]1[CH2:20][C:21]([NH:23][CH2:24][C:25]1[CH:30]=[CH:29][CH:28]=[CH:27][CH:26]=1)=[O:22]. Given the reactants [CH3:1][O:2][C:3]1[CH:4]=[C:5]([CH:31]=[CH:32][C:33]=1[O:34][CH3:35])[CH2:6][CH:7]1[C:16]2[C:11](=[CH:12][C:13]([O:18][CH3:19])=[C:14]([OH:17])[CH:15]=2)[CH2:10][CH2:9][N:8]1[CH2:20][C:21]([NH:23][CH2:24][C:25]1[CH:30]=[CH:29][CH:28]=[CH:27][CH:26]=1)=[O:22].[CH:36]1([CH2:39]Br)[CH2:38][CH2:37]1, predict the reaction product. (2) Given the reactants [Cl:1][C:2]1[CH:13]=[C:12]([Cl:14])[CH:11]=[CH:10][C:3]=1[CH2:4][NH:5][C:6](=[O:9])[CH2:7]Cl.[C:15]([O-:18])(=[S:17])[CH3:16].[K+], predict the reaction product. The product is: [C:15](=[O:18])([S:17][CH2:7][C:6](=[O:9])[NH:5][CH2:4][C:3]1[CH:10]=[CH:11][C:12]([Cl:14])=[CH:13][C:2]=1[Cl:1])[CH3:16]. (3) Given the reactants [NH2:1][C:2]1[C:7]2[C:8](=[O:21])[N:9]([C:13]3[CH:18]=[CH:17][C:16](I)=[C:15]([Cl:20])[CH:14]=3)[CH2:10][CH2:11][O:12][C:6]=2[N:5]=[CH:4][N:3]=1.CC1(C)C(C)(C)OB([C:30]2[CH:31]=[N:32][N:33]([CH2:35][C:36]([O:38][CH2:39][CH3:40])=[O:37])[CH:34]=2)O1.[C:42]([O-])([O-])=O.[K+].[K+], predict the reaction product. The product is: [NH2:1][C:2]1[C:7]2[C:8](=[O:21])[N:9]([C:13]3[CH:18]=[CH:17][C:16]([C:30]4[C:31]([CH3:42])=[N:32][N:33]([CH2:35][C:36]([O:38][CH2:39][CH3:40])=[O:37])[CH:34]=4)=[C:15]([Cl:20])[CH:14]=3)[CH2:10][CH2:11][O:12][C:6]=2[N:5]=[CH:4][N:3]=1. (4) Given the reactants [Br:1][C:2]1[CH:7]=[CH:6][C:5](Br)=[CH:4][N:3]=1.C([Li])CCC.[CH3:14][C:15]([CH3:17])=[O:16], predict the reaction product. The product is: [Br:1][C:2]1[CH:7]=[CH:6][C:5]([C:15]([OH:16])([CH3:17])[CH3:14])=[CH:4][N:3]=1. (5) Given the reactants S(Cl)(Cl)=O.[CH:5]1([S:8][C:9]2[CH:17]=[CH:16][C:12]([C:13](O)=[O:14])=[CH:11][CH:10]=2)[CH2:7][CH2:6]1.[NH3:18].O, predict the reaction product. The product is: [CH:5]1([S:8][C:9]2[CH:17]=[CH:16][C:12]([C:13]([NH2:18])=[O:14])=[CH:11][CH:10]=2)[CH2:7][CH2:6]1. (6) The product is: [Br:1][C:2]1[C:7]2=[N:8][O:9][N:10]=[C:6]2[C:5]([NH2:11])=[CH:4][CH:3]=1. Given the reactants [Br:1][C:2]1[C:7]2=[N:8][O:9][N:10]=[C:6]2[C:5]([N+:11]([O-])=O)=[CH:4][CH:3]=1, predict the reaction product.